This data is from Peptide-MHC class I binding affinity with 185,985 pairs from IEDB/IMGT. The task is: Regression. Given a peptide amino acid sequence and an MHC pseudo amino acid sequence, predict their binding affinity value. This is MHC class I binding data. (1) The peptide sequence is FENDIDEIL. The MHC is HLA-B18:01 with pseudo-sequence HLA-B18:01. The binding affinity (normalized) is 0.556. (2) The peptide sequence is ISYTYNDNW. The binding affinity (normalized) is 0.0847. The MHC is HLA-B08:01 with pseudo-sequence HLA-B08:01. (3) The peptide sequence is HPALVFDIT. The MHC is HLA-B54:01 with pseudo-sequence HLA-B54:01. The binding affinity (normalized) is 1.00. (4) The peptide sequence is LYDYKENRF. The MHC is HLA-A02:06 with pseudo-sequence HLA-A02:06. The binding affinity (normalized) is 0.0847. (5) The peptide sequence is MSSAMSMMH. The MHC is HLA-B27:05 with pseudo-sequence HLA-B27:05. The binding affinity (normalized) is 0.0847. (6) The MHC is HLA-B39:01 with pseudo-sequence HLA-B39:01. The peptide sequence is MRMLWMANY. The binding affinity (normalized) is 0.213.